From a dataset of Forward reaction prediction with 1.9M reactions from USPTO patents (1976-2016). Predict the product of the given reaction. (1) Given the reactants [C:1]1(C)[C:2]([S:7]([OH:10])(=[O:9])=[O:8])=[CH:3][CH:4]=[CH:5][CH:6]=1.[CH3:12]O, predict the reaction product. The product is: [C:5]1([CH3:12])[CH:6]=[CH:1][C:2]([S:7]([OH:10])(=[O:9])=[O:8])=[CH:3][CH:4]=1. (2) Given the reactants Cl[CH2:2][CH2:3][CH2:4][N:5]1[C:14]2[C:9](=[CH:10][C:11]([F:15])=[CH:12][CH:13]=2)[CH2:8][CH2:7][C:6]1=[O:16].[CH2:17]([CH:21]1[CH2:26][CH2:25][NH:24][CH2:23][CH2:22]1)[CH2:18][CH2:19][CH3:20].C([O-])([O-])=O.[K+].[K+], predict the reaction product. The product is: [CH2:17]([CH:21]1[CH2:26][CH2:25][N:24]([CH2:2][CH2:3][CH2:4][N:5]2[C:14]3[C:9](=[CH:10][C:11]([F:15])=[CH:12][CH:13]=3)[CH2:8][CH2:7][C:6]2=[O:16])[CH2:23][CH2:22]1)[CH2:18][CH2:19][CH3:20]. (3) Given the reactants [CH3:1][C:2]([CH3:19])([CH3:18])[CH2:3][O:4][C:5]1[CH:13]=[CH:12][C:11]([S:14]([CH3:17])(=[O:16])=[O:15])=[CH:10][C:6]=1[C:7]([OH:9])=O.[N:20]1([C:26]2[S:27][C:28]([C:31]#[N:32])=[CH:29][N:30]=2)[CH2:25][CH2:24][NH:23][CH2:22][CH2:21]1, predict the reaction product. The product is: [CH3:18][C:2]([CH3:1])([CH3:19])[CH2:3][O:4][C:5]1[CH:13]=[CH:12][C:11]([S:14]([CH3:17])(=[O:16])=[O:15])=[CH:10][C:6]=1[C:7]([N:23]1[CH2:24][CH2:25][N:20]([C:26]2[S:27][C:28]([C:31]#[N:32])=[CH:29][N:30]=2)[CH2:21][CH2:22]1)=[O:9]. (4) The product is: [C:2]1([C:8]2[O:9][C:10]3[CH2:11][N:12]([C:18]4[N:19]=[CH:20][CH:21]=[CH:22][C:23]=4[C:24]#[N:25])[CH2:13][CH2:14][C:15]=3[N:16]=2)[CH:3]=[CH:4][CH:5]=[CH:6][CH:7]=1. Given the reactants Cl.[C:2]1([C:8]2[O:9][C:10]3[CH2:11][NH:12][CH2:13][CH2:14][C:15]=3[N:16]=2)[CH:7]=[CH:6][CH:5]=[CH:4][CH:3]=1.Cl[C:18]1[C:23]([C:24]#[N:25])=[CH:22][CH:21]=[CH:20][N:19]=1.CCN(C(C)C)C(C)C, predict the reaction product.